From a dataset of Blood-brain barrier permeability classification from the B3DB database. Regression/Classification. Given a drug SMILES string, predict its absorption, distribution, metabolism, or excretion properties. Task type varies by dataset: regression for continuous measurements (e.g., permeability, clearance, half-life) or binary classification for categorical outcomes (e.g., BBB penetration, CYP inhibition). Dataset: b3db_classification. (1) The drug is O=C1NS(=O)(=O)c2ccccc21. The result is 1 (penetrates BBB). (2) The drug is CC1=C(C(=O)O)N2C(=O)C(NC(=O)C(N)c3ccc(O)cc3)C2SC1. The result is 0 (does not penetrate BBB). (3) The drug is O=C(C[S+]([O-])Cc1ccco1)NC/C=C/COc1cc(CN2CCCCC2)ccn1. The result is 0 (does not penetrate BBB). (4) The compound is O=C1CCC2(O)C3Cc4ccc(O)c5c4C2(CCN3CC2CC2)C1O5. The result is 1 (penetrates BBB). (5) The molecule is COc1ccc2c(c1)CCC[C@@]2(O)CNC(=O)C(=O)Nc1cccc(Cl)c1C. The result is 0 (does not penetrate BBB). (6) The drug is CCC(C)(C)C(=O)O[C@H]1C[C@H](C)C=C2C=C[C@H](C)[C@@H](CC[C@H]3C[C@H](O)CC(=O)O3)[C@H]21. The result is 1 (penetrates BBB). (7) The molecule is CCC(C)C1(CC)C(=O)NC(=O)NC1=O. The result is 1 (penetrates BBB). (8) The molecule is CNCCSC1=Cc2cc(F)ccc2Oc2ccccc21. The result is 1 (penetrates BBB). (9) The drug is N=C1Cc2ccccc2N(C(N)=O)c2ccccc21. The result is 1 (penetrates BBB). (10) The molecule is N[C@@H](C(=O)N[C@@H]1C(=O)N2C(C(=O)O)=C(Cl)CS[C@@H]12)c1ccccc1. The result is 0 (does not penetrate BBB).